Dataset: Full USPTO retrosynthesis dataset with 1.9M reactions from patents (1976-2016). Task: Predict the reactants needed to synthesize the given product. (1) Given the product [CH3:67][CH:24]([CH2:23][C@H:22]([CH2:27][NH2:26])[CH2:75][C:76]([OH:78])=[O:77])[CH3:25], predict the reactants needed to synthesize it. The reactants are: [N+](OCC(CO[N+]([O-])=O)(CO[N+]([O-])=O)CO[N+]([O-])=O)([O-])=O.[CH:22]1[CH:27]=[N+:26]([C@@H]2O[C@H](COP(OP(OC[C@H]3O[C@@H](N4C5N=CN=C(N)C=5N=C4)[C@H](OP(O)(O)=O)[C@@H]3O)(O)=O)(O)=O)[C@@H](O)[C@H]2O)[CH:25]=[C:24]([C:67](N)=O)[CH:23]=1.C(=C([CH2:75][C:76]([OH:78])=[O:77])[C:75](=O)[C:76]([OH:78])=[O:77])C(C)C.CC1[N+](CC2C(N)=NC(C)=NC=2)=CSC=1CCOP(OP(O)(O)=O)(O)=O.C(N)(C)C.C(=O)(O)[O-].[Na+].C[C@H](NC1C([N+]([O-])=O)=CC([N+]([O-])=O)=C(F)C=1)C(N)=O. (2) Given the product [NH2:1][C:2]1[C:10]([Br:17])=[CH:9][C:8]([F:11])=[CH:7][C:3]=1[C:4]([OH:6])=[O:5], predict the reactants needed to synthesize it. The reactants are: [NH2:1][C:2]1[CH:10]=[CH:9][C:8]([F:11])=[CH:7][C:3]=1[C:4]([OH:6])=[O:5].CN(C)C=O.[Br:17]N1C(=O)CCC1=O. (3) Given the product [Cl:1][C:2]1[CH:10]=[C:9]2[C:5]([C:6]([C:11]([N:13]3[CH2:18][CH2:17][C:16]4([C:22]5[CH:23]=[CH:24][C:25]([F:27])=[CH:26][C:21]=5[C:20](=[O:28])[O:19]4)[CH2:15][CH2:14]3)=[O:12])=[CH:7][N:8]2[C:32](=[O:33])[C:31]2[CH:35]=[CH:36][CH:37]=[CH:38][C:30]=2[F:29])=[CH:4][CH:3]=1, predict the reactants needed to synthesize it. The reactants are: [Cl:1][C:2]1[CH:10]=[C:9]2[C:5]([C:6]([C:11]([N:13]3[CH2:18][CH2:17][C:16]4([C:22]5[CH:23]=[CH:24][C:25]([F:27])=[CH:26][C:21]=5[C:20](=[O:28])[O:19]4)[CH2:15][CH2:14]3)=[O:12])=[CH:7][NH:8]2)=[CH:4][CH:3]=1.[F:29][C:30]1[CH:38]=[CH:37][CH:36]=[CH:35][C:31]=1[C:32](Cl)=[O:33].